Dataset: Full USPTO retrosynthesis dataset with 1.9M reactions from patents (1976-2016). Task: Predict the reactants needed to synthesize the given product. (1) Given the product [CH:1]1([N:4]([CH3:23])[C:5]2[C:6]3[C:18]4[CH2:19][CH2:20][CH2:21][CH2:22][C:17]=4[S:16][C:7]=3[N:8]=[C:9]([CH2:11][OH:12])[N:10]=2)[CH2:3][CH2:2]1, predict the reactants needed to synthesize it. The reactants are: [CH:1]1([N:4]([CH3:23])[C:5]2[C:6]3[C:18]4[CH2:19][CH2:20][CH2:21][CH2:22][C:17]=4[S:16][C:7]=3[N:8]=[C:9]([CH2:11][O:12]C(=O)C)[N:10]=2)[CH2:3][CH2:2]1.O.[OH-].[Li+]. (2) The reactants are: [Br:1][C:2]1[CH:3]=[C:4]2[C:9](=[CH:10][C:11]=1[C:12](OC)=[O:13])[O:8][CH2:7][CH2:6][CH:5]2[N:16]([C@H:31]1[CH2:36][CH2:35][C@H:34]([C:37]([CH3:40])([CH3:39])[CH3:38])[CH2:33][CH2:32]1)[C:17]([NH:19][C:20]1[CH:25]=[CH:24][C:23]([O:26][C:27]([F:30])([F:29])[F:28])=[CH:22][CH:21]=1)=[O:18].[Li+].[OH-].Cl.C[O:45][C:46](=[O:50])[CH2:47][CH2:48][NH2:49]. Given the product [Br:1][C:2]1[CH:3]=[C:4]2[C:9](=[CH:10][C:11]=1[C:12]([NH:49][CH2:48][CH2:47][C:46]([OH:50])=[O:45])=[O:13])[O:8][CH2:7][CH2:6][CH:5]2[N:16]([C@H:31]1[CH2:36][CH2:35][C@H:34]([C:37]([CH3:38])([CH3:40])[CH3:39])[CH2:33][CH2:32]1)[C:17]([NH:19][C:20]1[CH:25]=[CH:24][C:23]([O:26][C:27]([F:28])([F:30])[F:29])=[CH:22][CH:21]=1)=[O:18], predict the reactants needed to synthesize it. (3) Given the product [CH3:12][C:8]1([CH3:13])[CH2:7][C:6]2[N:5]=[C:4]([NH2:14])[N:3]=[C:2]([N:19]3[CH2:20][CH2:21][N:16]([CH3:15])[CH2:17][CH2:18]3)[C:11]=2[CH2:10][CH2:9]1, predict the reactants needed to synthesize it. The reactants are: Cl[C:2]1[C:11]2[CH2:10][CH2:9][C:8]([CH3:13])([CH3:12])[CH2:7][C:6]=2[N:5]=[C:4]([NH2:14])[N:3]=1.[CH3:15][N:16]1[CH2:21][CH2:20][NH:19][CH2:18][CH2:17]1.